Regression. Given two drug SMILES strings and cell line genomic features, predict the synergy score measuring deviation from expected non-interaction effect. From a dataset of NCI-60 drug combinations with 297,098 pairs across 59 cell lines. (1) Drug 1: CC(C)NC(=O)C1=CC=C(C=C1)CNNC.Cl. Drug 2: C1CNP(=O)(OC1)N(CCCl)CCCl. Cell line: ACHN. Synergy scores: CSS=2.54, Synergy_ZIP=-0.798, Synergy_Bliss=-1.17, Synergy_Loewe=0.279, Synergy_HSA=-0.628. (2) Drug 1: C1CN1C2=NC(=NC(=N2)N3CC3)N4CC4. Drug 2: C1=C(C(=O)NC(=O)N1)N(CCCl)CCCl. Cell line: OVCAR3. Synergy scores: CSS=42.9, Synergy_ZIP=-10.8, Synergy_Bliss=-5.50, Synergy_Loewe=-0.416, Synergy_HSA=1.10. (3) Synergy scores: CSS=4.15, Synergy_ZIP=-3.11, Synergy_Bliss=-1.79, Synergy_Loewe=-5.73, Synergy_HSA=-1.98. Cell line: SW-620. Drug 2: C1CN1P(=S)(N2CC2)N3CC3. Drug 1: CC1=CC=C(C=C1)C2=CC(=NN2C3=CC=C(C=C3)S(=O)(=O)N)C(F)(F)F. (4) Drug 1: CS(=O)(=O)CCNCC1=CC=C(O1)C2=CC3=C(C=C2)N=CN=C3NC4=CC(=C(C=C4)OCC5=CC(=CC=C5)F)Cl. Drug 2: CC(C)CN1C=NC2=C1C3=CC=CC=C3N=C2N. Cell line: CCRF-CEM. Synergy scores: CSS=3.41, Synergy_ZIP=1.05, Synergy_Bliss=2.21, Synergy_Loewe=-1.48, Synergy_HSA=-0.961. (5) Drug 1: C1=CC(=C2C(=C1NCCNCCO)C(=O)C3=C(C=CC(=C3C2=O)O)O)NCCNCCO. Drug 2: C(CN)CNCCSP(=O)(O)O. Cell line: SF-539. Synergy scores: CSS=41.2, Synergy_ZIP=2.91, Synergy_Bliss=2.09, Synergy_Loewe=-50.7, Synergy_HSA=1.38.